Dataset: Reaction yield outcomes from USPTO patents with 853,638 reactions. Task: Predict the reaction yield, written as a fraction of the theoretical maximum amount of product (1.0 means a 100% yield; for example, 0.34 means a 34% yield). (1) The reactants are [NH2:1][C:2]1[CH:3]=[C:4]([CH:21]=[CH:22][CH:23]=1)[O:5][C:6]1[CH:7]=[CH:8][C:9]2[N:10]([CH:12]=[C:13]([NH:15][C:16]([CH:18]3[CH2:20][CH2:19]3)=[O:17])[N:14]=2)[N:11]=1.[S:24]1[CH:28]=[CH:27][N:26]=[C:25]1[C:29](Cl)=[O:30]. The catalyst is CN1CCCC1=O. The product is [CH:18]1([C:16]([NH:15][C:13]2[N:14]=[C:9]3[CH:8]=[CH:7][C:6]([O:5][C:4]4[CH:3]=[C:2]([NH:1][C:29]([C:25]5[S:24][CH:28]=[CH:27][N:26]=5)=[O:30])[CH:23]=[CH:22][CH:21]=4)=[N:11][N:10]3[CH:12]=2)=[O:17])[CH2:20][CH2:19]1. The yield is 0.650. (2) The reactants are [Cl-].O[NH3+:3].[C:4](=[O:7])([O-])[OH:5].[Na+].CS(C)=O.[CH3:13][C:14]1[N:15]([CH2:39][C:40]2[S:41][CH:42]=[CH:43][CH:44]=2)[C:16](=[O:38])[C:17]([CH2:23][C:24]2[CH:29]=[CH:28][C:27]([C:30]3[C:31]([C:36]#[N:37])=[CH:32][CH:33]=[CH:34][CH:35]=3)=[CH:26][CH:25]=2)=[C:18]([CH2:20][CH2:21][CH3:22])[N:19]=1. The catalyst is C(OCC)(=O)C. The product is [CH3:13][C:14]1[N:15]([CH2:39][C:40]2[S:41][CH:42]=[CH:43][CH:44]=2)[C:16](=[O:38])[C:17]([CH2:23][C:24]2[CH:25]=[CH:26][C:27]([C:30]3[CH:35]=[CH:34][CH:33]=[CH:32][C:31]=3[C:36]3[NH:3][C:4](=[O:7])[O:5][N:37]=3)=[CH:28][CH:29]=2)=[C:18]([CH2:20][CH2:21][CH3:22])[N:19]=1. The yield is 0.460. (3) The product is [S:1]1[C:9]2[CH:8]=[C:7]([C:10]([OH:12])=[O:11])[N:6]=[CH:5][C:4]=2[CH:3]=[CH:2]1. The reactants are [S:1]1[C:9]2[CH:8]=[C:7]([C:10]([O:12]C)=[O:11])[N:6]=[CH:5][C:4]=2[CH:3]=[CH:2]1.[OH-].[Na+]. The catalyst is CO.O. The yield is 0.430.